From a dataset of Full USPTO retrosynthesis dataset with 1.9M reactions from patents (1976-2016). Predict the reactants needed to synthesize the given product. (1) Given the product [Cl:1][C:2]1[CH:3]=[C:4]2[C:10]([C:11]3[N:16]=[C:15]([NH:17][C@H:18]4[CH2:23][CH2:22][CH2:21][C@@:20]([CH3:27])([C:24]([NH2:36])=[O:26])[CH2:19]4)[C:14]([F:28])=[CH:13][N:12]=3)=[CH:9][NH:8][C:5]2=[N:6][CH:7]=1, predict the reactants needed to synthesize it. The reactants are: [Cl:1][C:2]1[CH:3]=[C:4]2[C:10]([C:11]3[N:16]=[C:15]([NH:17][C@H:18]4[CH2:23][CH2:22][CH2:21][C@@:20]([CH3:27])([C:24]([OH:26])=O)[CH2:19]4)[C:14]([F:28])=[CH:13][N:12]=3)=[CH:9][NH:8][C:5]2=[N:6][CH:7]=1.F[P-](F)(F)(F)(F)F.[N:36]1([O+]=C(N(C)C)N(C)C)C2C=CC=CC=2N=N1.C(N(C(C)C)C(C)C)C.Cl.N. (2) Given the product [ClH:28].[NH2:24][C:21]1[CH:22]=[CH:23][C:18]([NH:17][C:15](=[O:16])[C:14]([N:11]2[CH2:12][CH2:13][CH:8]([CH2:1][C:2]3[CH:3]=[CH:4][CH:5]=[CH:6][CH:7]=3)[CH2:9][CH2:10]2)=[O:27])=[CH:19][CH:20]=1, predict the reactants needed to synthesize it. The reactants are: [CH2:1]([CH:8]1[CH2:13][CH2:12][N:11]([C:14](=[O:27])[C:15]([NH:17][C:18]2[CH:23]=[CH:22][C:21]([N+:24]([O-])=O)=[CH:20][CH:19]=2)=[O:16])[CH2:10][CH2:9]1)[C:2]1[CH:7]=[CH:6][CH:5]=[CH:4][CH:3]=1.[ClH:28]. (3) The reactants are: [CH3:1][O:2][C:3](=[O:7])[CH2:4][C:5]#[N:6].[CH2:8]1CCN2C(=NCCC2)C[CH2:9]1.[CH2:19](Br)[CH3:20]. Given the product [CH3:1][O:2][C:3](=[O:7])[C:4]([C:5]#[N:6])([CH2:19][CH3:20])[CH2:8][CH3:9], predict the reactants needed to synthesize it. (4) Given the product [CH3:15][O:14][C:11]1[CH:12]=[CH:13][C:8]([CH2:7][N:6]2[C:2]([NH:20][C:19]3[CH:18]=[C:17]([Cl:16])[C:23]([Cl:24])=[C:22]([Cl:25])[CH:21]=3)=[N:3][CH:4]=[N:5]2)=[CH:9][CH:10]=1, predict the reactants needed to synthesize it. The reactants are: Br[C:2]1[N:6]([CH2:7][C:8]2[CH:13]=[CH:12][C:11]([O:14][CH3:15])=[CH:10][CH:9]=2)[N:5]=[CH:4][N:3]=1.[Cl:16][C:17]1[CH:18]=[C:19]([CH:21]=[C:22]([Cl:25])[C:23]=1[Cl:24])[NH2:20].CC([O-])(C)C.[Na+]. (5) Given the product [CH2:33]([O:32][C:30]1[CH:29]=[CH:28][N:27]=[C:26]([CH2:25][O:1][C:2]2[CH:23]=[CH:22][C:5]([C:6]([NH:8][C:9]3[CH:14]=[C:13]([C:15]4[N:16]([CH3:20])[CH:17]=[CH:18][N:19]=4)[CH:12]=[CH:11][C:10]=3[CH3:21])=[O:7])=[CH:4][CH:3]=2)[CH:31]=1)[CH3:34], predict the reactants needed to synthesize it. The reactants are: [OH:1][C:2]1[CH:23]=[CH:22][C:5]([C:6]([NH:8][C:9]2[CH:14]=[C:13]([C:15]3[N:16]([CH3:20])[CH:17]=[CH:18][N:19]=3)[CH:12]=[CH:11][C:10]=2[CH3:21])=[O:7])=[CH:4][CH:3]=1.Cl[CH2:25][C:26]1[CH:31]=[C:30]([O:32][CH2:33][CH3:34])[CH:29]=[CH:28][N:27]=1.C([O-])([O-])=O.[K+].[K+].O. (6) Given the product [NH2:15][C:7]1[C:6]([CH:1]2[CH2:5][CH2:4][CH2:3][CH2:2]2)=[N:10][N:9]([CH3:11])[C:8]=1[C:12]([NH2:14])=[O:13], predict the reactants needed to synthesize it. The reactants are: [CH:1]1([C:6]2[NH:10][N:9]([CH3:11])[CH:8]([C:12]([NH2:14])=[O:13])[C:7]=2[N+:15]([O-])=O)[CH2:5][CH2:4][CH2:3][CH2:2]1. (7) The reactants are: [CH3:1][C:2]1[C:6]([CH2:7][N:8]2[CH:12]=[C:11]([N:13]3[C:17](=[O:18])[CH2:16][NH:15][C:14]3=[O:19])[CH:10]=[N:9]2)=[C:5]([CH3:20])[O:4][N:3]=1.Br[CH2:22][C:23]1[CH:28]=[CH:27][CH:26]=[CH:25][C:24]=1[N+:29]([O-:31])=[O:30]. Given the product [CH3:1][C:2]1[C:6]([CH2:7][N:8]2[CH:12]=[C:11]([N:13]3[C:17](=[O:18])[CH2:16][N:15]([CH2:22][C:23]4[CH:28]=[CH:27][CH:26]=[CH:25][C:24]=4[N+:29]([O-:31])=[O:30])[C:14]3=[O:19])[CH:10]=[N:9]2)=[C:5]([CH3:20])[O:4][N:3]=1, predict the reactants needed to synthesize it. (8) Given the product [CH2:1]([O:4][C:5]1([CH3:31])[CH2:6][CH2:7][N:8]([C:11]2[C:12]3[N:13]([N:24]=[C:25]([C:27]([O:29][CH3:30])=[O:28])[CH:26]=3)[CH:14]=[C:15]([CH3:23])[C:16]=2[C@H:17]([OH:22])[C:18]([O:20][CH3:21])=[O:19])[CH2:9][CH2:10]1)[CH:2]=[CH2:3], predict the reactants needed to synthesize it. The reactants are: [CH2:1]([O:4][C:5]1([CH3:31])[CH2:10][CH2:9][N:8]([C:11]2[C:12]3[N:13]([N:24]=[C:25]([C:27]([O:29][CH3:30])=[O:28])[CH:26]=3)[CH:14]=[C:15]([CH3:23])[C:16]=2[C:17](=[O:22])[C:18]([O:20][CH3:21])=[O:19])[CH2:7][CH2:6]1)[CH:2]=[CH2:3].CB1N2CCC[C@@H]2C(C2C=CC=CC=2)(C2C=CC=CC=2)O1.C1(C)C=CC=CC=1.